From a dataset of Reaction yield outcomes from USPTO patents with 853,638 reactions. Predict the reaction yield, written as a fraction of the theoretical maximum amount of product (1.0 means a 100% yield; for example, 0.34 means a 34% yield). (1) The reactants are FC(F)(F)C(O)=O.[Cl:8][C:9]1[CH:14]=[CH:13][C:12]([C:15]2([C:35]#[N:36])[CH:19]([CH2:20][C:21]([CH3:24])([CH3:23])[CH3:22])[NH:18][CH:17]([C:25](O)=[O:26])[CH:16]2[C:28]2[CH:33]=[CH:32][CH:31]=[C:30]([Cl:34])[CH:29]=2)=[C:11]([O:37][CH3:38])[CH:10]=1.CC1(C)[O:44][C@H:43]([CH2:45][CH2:46][NH2:47])[CH2:42][O:41]1.CN(C(ON1N=NC2C=CC=NC1=2)=[N+](C)C)C.F[P-](F)(F)(F)(F)F.CCN(C(C)C)C(C)C.Cl. The catalyst is C(Cl)Cl.O1CCCC1. The product is [OH:44][C@@H:43]([CH2:42][OH:41])[CH2:45][CH2:46][NH:47][C:25]([CH:17]1[CH:16]([C:28]2[CH:33]=[CH:32][CH:31]=[C:30]([Cl:34])[CH:29]=2)[C:15]([C:12]2[CH:13]=[CH:14][C:9]([Cl:8])=[CH:10][C:11]=2[O:37][CH3:38])([C:35]#[N:36])[CH:19]([CH2:20][C:21]([CH3:24])([CH3:23])[CH3:22])[NH:18]1)=[O:26]. The yield is 0.570. (2) The reactants are [OH:1][C:2]1[CH:3]=[C:4]([CH:9]=[C:10]([OH:12])[CH:11]=1)[C:5]([O:7][CH3:8])=[O:6].C(=O)([O-])[O-].[K+].[K+].[CH2:19](Br)[C:20]1[CH:25]=[CH:24][CH:23]=[CH:22][CH:21]=1. The catalyst is CC(C)=O. The product is [CH2:19]([O:1][C:2]1[CH:3]=[C:4]([CH:9]=[C:10]([OH:12])[CH:11]=1)[C:5]([O:7][CH3:8])=[O:6])[C:20]1[CH:25]=[CH:24][CH:23]=[CH:22][CH:21]=1. The yield is 0.340. (3) The reactants are [Cl:1][C:2]1[CH:3]=[CH:4][C:5]([NH:8][C:9]([C:11]2[CH:16]=[C:15]([Cl:17])[CH:14]=[CH:13][C:12]=2[NH:18][C:19]([C:21]2[CH:26]=[CH:25][C:24]([S:27]([CH3:30])(=[NH:29])=[O:28])=[CH:23][CH:22]=2)=[O:20])=[O:10])=[N:6][CH:7]=1.[N:31]#[C:32]Br. The yield is 0.370. The catalyst is CN(C1C=CN=CC=1)C.C(Cl)Cl. The product is [Cl:1][C:2]1[CH:3]=[CH:4][C:5]([NH:8][C:9]([C:11]2[CH:16]=[C:15]([Cl:17])[CH:14]=[CH:13][C:12]=2[NH:18][C:19]([C:21]2[CH:26]=[CH:25][C:24]([S:27]([CH3:30])(=[N:29][C:32]#[N:31])=[O:28])=[CH:23][CH:22]=2)=[O:20])=[O:10])=[N:6][CH:7]=1. (4) The reactants are [N:1]12[CH2:9][CH2:8][CH:5]([CH2:6][CH2:7]1)[C:4](=[O:10])[CH2:3][CH2:2]2.[H-].[Al+3].[Li+].[H-].[H-].[H-]. The catalyst is O1CCOCC1. The product is [N:1]12[CH2:9][CH2:8][CH:5]([CH2:6][CH2:7]1)[CH:4]([OH:10])[CH2:3][CH2:2]2. The yield is 0.960. (5) The reactants are Cl.[F:2][C:3]1[CH:10]=[CH:9][C:6]([CH2:7][NH2:8])=[CH:5][CH:4]=1.C(N(CC)CC)C.C1C=CC2N(O)N=NC=2C=1.[NH2:28][C:29]1[CH:37]=[CH:36][C:35]([I:38])=[CH:34][C:30]=1[C:31](O)=[O:32].CCN=C=NCCCN(C)C. The catalyst is CN(C=O)C. The product is [NH2:28][C:29]1[CH:37]=[CH:36][C:35]([I:38])=[CH:34][C:30]=1[C:31]([NH:8][CH2:7][C:6]1[CH:9]=[CH:10][C:3]([F:2])=[CH:4][CH:5]=1)=[O:32]. The yield is 0.940. (6) The reactants are O=P(Cl)(Cl)Cl.CN[CH2:8][CH2:9][CH2:10][CH2:11][C:12]([OH:14])=[O:13].[N:15]1[CH:20]=CC=C[CH:16]=1.[CH3:21][C:22](O)([CH3:24])[CH3:23]. The catalyst is C(Cl)Cl.[Cl-].[Na+].O. The product is [C:22]([O:14][C:12](=[O:13])[CH2:11][CH2:10][CH2:9][CH2:8][CH2:16][NH:15][CH3:20])([CH3:24])([CH3:23])[CH3:21]. The yield is 0.220. (7) The reactants are C([O:4][CH2:5][C:6](=[O:37])[NH:7][C:8]1[N:9]=[C:10]2[CH:15]=[CH:14][C:13]([O:16][C:17]3[CH:22]=[CH:21][CH:20]=[C:19]([NH:23][C:24](=[O:35])[C:25]4[CH:30]=[CH:29][CH:28]=[C:27]([C:31]([F:34])([F:33])[F:32])[CH:26]=4)[CH:18]=3)=[N:12][N:11]2[CH:36]=1)(=O)C.[OH-].[Na+].Cl. The catalyst is CO. The product is [C:6]([NH:7][C:8]1[N:9]=[C:10]2[CH:15]=[CH:14][C:13]([O:16][C:17]3[CH:18]=[C:19]([NH:23][C:24](=[O:35])[C:25]4[CH:30]=[CH:29][CH:28]=[C:27]([C:31]([F:32])([F:33])[F:34])[CH:26]=4)[CH:20]=[CH:21][CH:22]=3)=[N:12][N:11]2[CH:36]=1)(=[O:37])[CH2:5][OH:4]. The yield is 0.810.